Task: Predict the product of the given reaction.. Dataset: Forward reaction prediction with 1.9M reactions from USPTO patents (1976-2016) (1) Given the reactants [CH:1]1([CH:4]([O:6][C:7](=[O:22])[NH:8][C:9]2[C:10]([CH3:21])=[N:11][O:12][C:13]=2[C:14]2[CH:19]=[CH:18][C:17](Br)=[CH:16][CH:15]=2)[CH3:5])[CH2:3][CH2:2]1.[CH2:23]([O:25][C:26]([C:28]1([C:31]2[CH:36]=[CH:35][C:34](B3OC(C)(C)C(C)(C)O3)=[CH:33][CH:32]=2)[CH2:30][CH2:29]1)=[O:27])[CH3:24], predict the reaction product. The product is: [CH2:23]([O:25][C:26]([C:28]1([C:31]2[CH:36]=[CH:35][C:34]([C:17]3[CH:18]=[CH:19][C:14]([C:13]4[O:12][N:11]=[C:10]([CH3:21])[C:9]=4[NH:8][C:7]([O:6][CH:4]([CH:1]4[CH2:3][CH2:2]4)[CH3:5])=[O:22])=[CH:15][CH:16]=3)=[CH:33][CH:32]=2)[CH2:29][CH2:30]1)=[O:27])[CH3:24]. (2) Given the reactants C([O:3][C:4](=[O:32])[CH2:5][CH:6]1[O:10][B:9]([OH:11])[C:8]2[CH:12]=[C:13]([O:17][C:18]3[CH:23]=[CH:22][CH:21]=[C:20]([O:24][CH2:25][C:26]4[CH:31]=[CH:30][CH:29]=[CH:28][CH:27]=4)[CH:19]=3)[CH:14]=[C:15]([CH3:16])[C:7]1=2)C.[Li+].[OH-].Cl, predict the reaction product. The product is: [CH2:25]([O:24][C:20]1[CH:19]=[C:18]([CH:23]=[CH:22][CH:21]=1)[O:17][C:13]1[CH:14]=[C:15]([CH3:16])[C:7]2[CH:6]([CH2:5][C:4]([OH:32])=[O:3])[O:10][B:9]([OH:11])[C:8]=2[CH:12]=1)[C:26]1[CH:27]=[CH:28][CH:29]=[CH:30][CH:31]=1. (3) Given the reactants [CH3:1][C:2]1[N:3]=[C:4]([NH:10][C:11]2[CH:16]=[CH:15][CH:14]=[CH:13][C:12]=2[N+:17]([O-])=O)[S:5][C:6]=1[C:7]([O-:9])=[O:8].[Sn](Cl)Cl.C(=O)([O-])[O-].[Na+].[Na+].O1CC[CH2:31][CH2:30]1, predict the reaction product. The product is: [NH2:17][C:12]1[CH:13]=[CH:14][CH:15]=[CH:16][C:11]=1[NH:10][C:4]1[S:5][C:6]([C:7]([O:9][CH2:30][CH3:31])=[O:8])=[C:2]([CH3:1])[N:3]=1.